Predict which catalyst facilitates the given reaction. From a dataset of Catalyst prediction with 721,799 reactions and 888 catalyst types from USPTO. Reactant: O[CH2:2][C:3]1[N:7]([C:8]2[CH:9]=[C:10]([C:14]3[CH2:20][C:19](=[O:21])[NH:18][C:17]4[CH:22]=[C:23]([C:31]([F:34])([F:33])[F:32])[C:24]([N:26]([CH:28]([CH3:30])[CH3:29])[CH3:27])=[CH:25][C:16]=4[N:15]=3)[CH:11]=[CH:12][CH:13]=2)[N:6]=[N:5][CH:4]=1.S(Cl)(Cl)=O.[Cl-].[NH:40]1[CH2:44][CH2:43][CH2:42][CH2:41]1. Product: [CH:28]([N:26]([CH3:27])[C:24]1[C:23]([C:31]([F:33])([F:34])[F:32])=[CH:22][C:17]2[NH:18][C:19](=[O:21])[CH2:20][C:14]([C:10]3[CH:11]=[CH:12][CH:13]=[C:8]([N:7]4[C:3]([CH2:2][N:40]5[CH2:44][CH2:43][CH2:42][CH2:41]5)=[CH:4][N:5]=[N:6]4)[CH:9]=3)=[N:15][C:16]=2[CH:25]=1)([CH3:30])[CH3:29]. The catalyst class is: 139.